This data is from Forward reaction prediction with 1.9M reactions from USPTO patents (1976-2016). The task is: Predict the product of the given reaction. (1) Given the reactants [C:1]([O:10][CH:11]([CH3:13])[CH3:12])(=[O:9])[CH2:2][C:3]([O:5][CH:6]([CH3:8])[CH3:7])=[O:4].[H-].[Na+].[CH3:16][O:17][C:18]([O:23][CH3:24])([CH2:21]Br)[CH2:19]Br, predict the reaction product. The product is: [CH3:16][O:17][C:18]1([O:23][CH3:24])[CH2:21][C:2]([C:3]([O:5][CH:6]([CH3:7])[CH3:8])=[O:4])([C:1]([O:10][CH:11]([CH3:13])[CH3:12])=[O:9])[CH2:19]1. (2) The product is: [NH:1]1[C:9]2[C:4](=[CH:5][C:6]([N:10]3[CH2:16][CH2:15][O:14][CH2:13][CH2:12]3)=[CH:7][CH:8]=2)[CH:3]=[CH:2]1. Given the reactants [NH:1]1[C:9]2[C:4](=[CH:5][C:6]([NH2:10])=[CH:7][CH:8]=2)[CH:3]=[CH:2]1.Cl[CH2:12][CH2:13][O:14][CH2:15][CH2:16]Cl.C([O-])([O-])=O.[Na+].[Na+], predict the reaction product. (3) The product is: [Cl:11][C:8]1[CH:9]=[CH:10][C:5]2[N:6]([C:2]([CH:22]([C:18]3[CH:17]=[C:16]4[C:21](=[CH:20][CH:19]=3)[N:13]([CH3:12])[N:14]=[CH:15]4)[OH:23])=[CH:3][N:4]=2)[N:7]=1. Given the reactants Br[C:2]1[N:6]2[N:7]=[C:8]([Cl:11])[CH:9]=[CH:10][C:5]2=[N:4][CH:3]=1.[CH3:12][N:13]1[C:21]2[C:16](=[CH:17][C:18]([CH:22]=[O:23])=[CH:19][CH:20]=2)[CH:15]=[N:14]1, predict the reaction product.